Dataset: Forward reaction prediction with 1.9M reactions from USPTO patents (1976-2016). Task: Predict the product of the given reaction. (1) The product is: [CH3:1][O:2][C:3]1[CH:4]=[CH:5][C:6]2[NH:12][C:11](=[O:13])[N:10]([CH:14]3[CH2:19][CH2:18][N:17]([C:22]4[CH:27]=[CH:26][N:25]=[C:24]([C:28]([OH:30])=[O:29])[CH:23]=4)[CH2:16][CH2:15]3)[CH2:9][CH2:8][C:7]=2[CH:20]=1. Given the reactants [CH3:1][O:2][C:3]1[CH:4]=[CH:5][C:6]2[NH:12][C:11](=[O:13])[N:10]([CH:14]3[CH2:19][CH2:18][NH:17][CH2:16][CH2:15]3)[CH2:9][CH2:8][C:7]=2[CH:20]=1.Br[C:22]1[CH:27]=[CH:26][N:25]=[C:24]([C:28]([OH:30])=[O:29])[CH:23]=1.C(O)=O, predict the reaction product. (2) Given the reactants [Br:1][C:2]1[N:3]=[C:4]2[C:10]([N+:11]([O-])=O)=[CH:9][NH:8][C:5]2=[N:6][CH:7]=1.O.O.Cl[Sn]Cl, predict the reaction product. The product is: [Br:1][C:2]1[N:3]=[C:4]2[C:10]([NH2:11])=[CH:9][NH:8][C:5]2=[N:6][CH:7]=1. (3) Given the reactants [Cl:1][C:2]1[N:11]=[C:10](Cl)[C:9]2[C:4](=[CH:5][CH:6]=[CH:7][CH:8]=2)[N:3]=1.[CH2:13]([NH2:16])[CH:14]=[CH2:15].[CH3:17][C:18]1[CH:22]=[C:21]([CH3:23])[NH:20][N:19]=1, predict the reaction product. The product is: [ClH:1].[CH2:13]([NH:16][C:10]1[C:9]2[C:4](=[CH:5][CH:6]=[CH:7][CH:8]=2)[N:3]=[C:2]([N:19]2[C:18]([CH3:17])=[CH:22][C:21]([CH3:23])=[N:20]2)[N:11]=1)[CH:14]=[CH2:15]. (4) Given the reactants [Br:1][C:2]1[CH:3]=[C:4]2[C:8](=[CH:9][CH:10]=1)[N:7]([C:11]([O:13][C:14](C)(C)C)=[O:12])[CH:6]=[C:5]2[C:18]([OH:20])=[O:19].C(=O)([O-])[O-].[K+].[K+].IC, predict the reaction product. The product is: [Br:1][C:2]1[CH:3]=[C:4]2[C:8](=[CH:9][CH:10]=1)[N:7]([C:11]([O:13][CH3:14])=[O:12])[CH:6]=[C:5]2[C:18]([O:20][C:4]([CH3:8])([CH3:5])[CH3:3])=[O:19]. (5) Given the reactants [Cl:1][C:2]1[C:7]([O:8][CH3:9])=[CH:6][CH:5]=[CH:4][C:3]=1[C:10]1[C:11](=[O:17])[NH:12][C:13](=[O:16])[NH:14][CH:15]=1.[CH3:18][Si](C([Si](C)(C)C)C(N)=O)(C)C.[F:30][C:31]1[C:38]([C:39]([F:42])([F:41])[F:40])=[CH:37][CH:36]=[CH:35][C:32]=1CBr, predict the reaction product. The product is: [Cl:1][C:2]1[C:7]([O:8][CH3:9])=[CH:6][CH:5]=[CH:4][C:3]=1[C:10]1[C:11](=[O:17])[NH:12][C:13](=[O:16])[N:14]([CH2:18][C:31]2([F:30])[C:38]([C:39]([F:40])([F:41])[F:42])=[CH:37][CH:36]=[CH:35][CH2:32]2)[CH:15]=1.